Dataset: Full USPTO retrosynthesis dataset with 1.9M reactions from patents (1976-2016). Task: Predict the reactants needed to synthesize the given product. (1) Given the product [Cl:1][C:2]1[CH:3]=[C:4]([N:5]=[N:10][CH:21]([C:19]#[N:20])[C:22]([NH2:24])=[O:23])[CH:6]=[CH:7][CH:8]=1, predict the reactants needed to synthesize it. The reactants are: [Cl:1][C:2]1[CH:3]=[C:4]([CH:6]=[CH:7][CH:8]=1)[NH2:5].Cl.[N:10]([O-])=O.[Na+].C([O-])(=O)C.[Na+].[C:19]([CH2:21][C:22]([NH2:24])=[O:23])#[N:20]. (2) Given the product [F:18][C:19]([F:30])([F:29])[C:20]([NH:14][CH:9]([CH2:8][CH2:7][C:1]1[CH:6]=[CH:5][CH:4]=[CH:3][CH:2]=1)[CH:10]=[CH2:11])=[O:21], predict the reactants needed to synthesize it. The reactants are: [C:1]1([CH2:7][CH2:8][CH:9](O)[CH:10]=[CH2:11])[CH:6]=[CH:5][CH:4]=[CH:3][CH:2]=1.S(=O)(=O)(O)[NH2:14].[F:18][C:19]([F:30])([F:29])[C:20](O[C:20](=[O:21])[C:19]([F:30])([F:29])[F:18])=[O:21].C(=O)([O-])[O-].[K+].[K+]. (3) Given the product [Cl:40][C:39]([Cl:42])([Cl:41])[C:38]([O:37][C:35]([N:29]1[CH2:28][CH2:27][CH:26]([N:23]2[C:19]3=[N:20][CH:21]=[N:22][C:17]([O:16][C:15]4[CH:14]=[CH:13][C:12]([S:9]([CH3:8])(=[O:11])=[O:10])=[CH:33][CH:32]=4)=[C:18]3[CH:25]=[N:24]2)[CH2:31][CH2:30]1)=[O:36])([CH3:44])[CH3:43], predict the reactants needed to synthesize it. The reactants are: FC(F)(F)C(O)=O.[CH3:8][S:9]([C:12]1[CH:33]=[CH:32][C:15]([O:16][C:17]2[N:22]=[CH:21][N:20]=[C:19]3[N:23]([CH:26]4[CH2:31][CH2:30][NH:29][CH2:28][CH2:27]4)[N:24]=[CH:25][C:18]=23)=[CH:14][CH:13]=1)(=[O:11])=[O:10].Cl[C:35]([O:37][C:38]([CH3:44])([CH3:43])[C:39]([Cl:42])([Cl:41])[Cl:40])=[O:36].